From a dataset of Forward reaction prediction with 1.9M reactions from USPTO patents (1976-2016). Predict the product of the given reaction. (1) Given the reactants C(NC(C)C)(C)C.[C:8]1([CH2:14][CH2:15][C:16]([O:18][CH2:19][CH3:20])=[O:17])[CH:13]=[CH:12][CH:11]=[CH:10][CH:9]=1.[O:21]=[C:22]([CH2:28][CH2:29][C:30]1[CH:35]=[CH:34][CH:33]=[CH:32][CH:31]=1)[C:23]([O:25][CH2:26][CH3:27])=[O:24].C(O)(=O)C, predict the reaction product. The product is: [CH2:14]([CH:15]([C:16]([O:18][CH2:19][CH3:20])=[O:17])[C:22]([CH2:28][CH2:29][C:30]1[CH:31]=[CH:32][CH:33]=[CH:34][CH:35]=1)([OH:21])[C:23]([O:25][CH2:26][CH3:27])=[O:24])[C:8]1[CH:13]=[CH:12][CH:11]=[CH:10][CH:9]=1. (2) Given the reactants [CH2:1]([O:8][C:9](=[O:23])[C@@H:10]([NH:15][C:16]([O:18][C:19]([CH3:22])([CH3:21])[CH3:20])=[O:17])[CH2:11][C:12](=[S:14])[NH2:13])[C:2]1[CH:7]=[CH:6][CH:5]=[CH:4][CH:3]=1.[CH2:24](OC(OCC)([O-])CBr)[CH3:25], predict the reaction product. The product is: [CH2:1]([O:8][C:9](=[O:23])[C@@H:10]([NH:15][C:16]([O:18][C:19]([CH3:20])([CH3:22])[CH3:21])=[O:17])[CH2:11][C:12]1[S:14][CH:24]=[CH:25][N:13]=1)[C:2]1[CH:3]=[CH:4][CH:5]=[CH:6][CH:7]=1. (3) The product is: [CH:1]1([NH:4][C:5]2[C:6]3[S:13][CH:12]=[C:11]([C:14]([NH:17][C:18]4[CH:19]=[C:20]([NH:25][C:26](=[O:32])[O:27][C:28]([CH3:30])([CH3:29])[CH3:31])[CH:21]=[CH:22][C:23]=4[CH3:24])=[O:16])[C:7]=3[N:8]=[CH:9][N:10]=2)[CH2:2][CH2:3]1. Given the reactants [CH:1]1([NH:4][C:5]2[C:6]3[S:13][CH:12]=[C:11]([C:14]([OH:16])=O)[C:7]=3[N:8]=[CH:9][N:10]=2)[CH2:3][CH2:2]1.[NH2:17][C:18]1[CH:19]=[C:20]([NH:25][C:26](=[O:32])[O:27][C:28]([CH3:31])([CH3:30])[CH3:29])[CH:21]=[CH:22][C:23]=1[CH3:24].CCN=C=NCCCN(C)C.C1C=CC2N(O)N=NC=2C=1, predict the reaction product. (4) The product is: [Cl:1][C:2]1[CH:3]=[C:4]([C:8]2[N:12]([CH2:16][C:17]3[C:26]4[C:21](=[C:22]([F:28])[C:23]([F:27])=[CH:24][CH:25]=4)[NH:20][C:19](=[O:29])[CH:18]=3)[C:11]([CH3:13])=[C:10]([CH3:14])[N:9]=2)[CH:5]=[CH:6][CH:7]=1. Given the reactants [Cl:1][C:2]1[CH:3]=[C:4]([C:8]2[NH:9][C:10]([CH3:14])=[C:11]([CH3:13])[N:12]=2)[CH:5]=[CH:6][CH:7]=1.Br[CH2:16][C:17]1[C:26]2[C:21](=[C:22]([F:28])[C:23]([F:27])=[CH:24][CH:25]=2)[NH:20][C:19](=[O:29])[CH:18]=1, predict the reaction product. (5) Given the reactants FC(F)(F)[C:3]1[CH:8]=[CH:7][CH:6]=[CH:5][C:4]=1[S:9]([NH:12][C:13]1[S:17][C:16]2[CH2:18][CH2:19][CH2:20][CH2:21][C:15]=2[C:14]=1[C:22]([O:24][CH2:25][CH3:26])=[O:23])(=[O:11])=[O:10].NC1SC2CCCCC=2C=1C(OCC)=O.[Br:44]C1C=CC=CC=1S(Cl)(=O)=O, predict the reaction product. The product is: [Br:44][C:3]1[CH:8]=[CH:7][CH:6]=[CH:5][C:4]=1[S:9]([NH:12][C:13]1[S:17][C:16]2[CH2:18][CH2:19][CH2:20][CH2:21][C:15]=2[C:14]=1[C:22]([O:24][CH2:25][CH3:26])=[O:23])(=[O:10])=[O:11]. (6) Given the reactants C(OC(=O)[NH:7][C:8]1[N:16]=[CH:15][C:14]2[NH:13][C:12]3[N:17]=[CH:18][C:19](Br)=[CH:20][C:11]=3[C:10]=2[CH:9]=1)(C)(C)C.[N:23]1([CH2:29][C:30]2[CH:35]=[CH:34][C:33](B(O)O)=[CH:32][CH:31]=2)[CH2:28][CH2:27][CH2:26][CH2:25][CH2:24]1, predict the reaction product. The product is: [N:23]1([CH2:29][C:30]2[CH:35]=[CH:34][C:33]([C:19]3[CH:18]=[N:17][C:12]4[NH:13][C:14]5[CH:15]=[N:16][C:8]([NH2:7])=[CH:9][C:10]=5[C:11]=4[CH:20]=3)=[CH:32][CH:31]=2)[CH2:28][CH2:27][CH2:26][CH2:25][CH2:24]1.